This data is from Catalyst prediction with 721,799 reactions and 888 catalyst types from USPTO. The task is: Predict which catalyst facilitates the given reaction. (1) Reactant: C(Cl)Cl.[N:4]([CH2:7][C:8]([O:10][CH2:11][CH3:12])=[O:9])=[N+:5]=[N-:6].[Br:13][C:14]1[CH:19]=[CH:18][C:17]([N:20]2[C:24]([CH:25]=O)=[CH:23][N:22]=[CH:21]2)=[CH:16][CH:15]=1.[O-]CC.[K+]. Product: [N:4]([C:7](=[CH:25][C:24]1[N:20]([C:17]2[CH:18]=[CH:19][C:14]([Br:13])=[CH:15][CH:16]=2)[CH:21]=[N:22][CH:23]=1)[C:8]([O:10][CH2:11][CH3:12])=[O:9])=[N+:5]=[N-:6]. The catalyst class is: 8. (2) Reactant: [Cl:1][C:2]1[CH:3]=[N:4][CH:5]=[C:6]([Cl:20])[C:7]=1[CH2:8][NH:9][C:10]1[CH:15]=[CH:14][C:13]([O:16][CH3:17])=[C:12]([O:18][CH3:19])[CH:11]=1.[S:21]1[CH:25]=[CH:24][C:23]([CH:26]=O)=[CH:22]1.[BH3-]C#N.[Na+].CC(O)=O. Product: [Cl:20][C:6]1[CH:5]=[N:4][CH:3]=[C:2]([Cl:1])[C:7]=1[CH2:8][N:9]([C:10]1[CH:15]=[CH:14][C:13]([O:16][CH3:17])=[C:12]([O:18][CH3:19])[CH:11]=1)[CH2:26][C:23]1[CH:24]=[CH:25][S:21][CH:22]=1. The catalyst class is: 5. (3) Reactant: [Cl-].[Al+3].[Cl-].[Cl-].[NH2:5][N:6]1[CH2:11][CH2:10][CH2:9][CH2:8][CH2:7]1.C([O:14][C:15]([C:17]1[C:21]([CH2:22][OH:23])=[C:20]([C:24]2[CH:29]=[CH:28][C:27]([O:30][CH3:31])=[CH:26][CH:25]=2)[N:19]([C:32]2[CH:37]=[CH:36][C:35]([Cl:38])=[CH:34][C:33]=2[Cl:39])[N:18]=1)=O)C.O. Product: [N:6]1([NH:5][C:15]([C:17]2[C:21]([CH2:22][OH:23])=[C:20]([C:24]3[CH:29]=[CH:28][C:27]([O:30][CH3:31])=[CH:26][CH:25]=3)[N:19]([C:32]3[CH:37]=[CH:36][C:35]([Cl:38])=[CH:34][C:33]=3[Cl:39])[N:18]=2)=[O:14])[CH2:11][CH2:10][CH2:9][CH2:8][CH2:7]1. The catalyst class is: 26. (4) Reactant: Br[C:2]1[CH:3]=[C:4]2[C:8](=[CH:9][CH:10]=1)[CH2:7][N:6]([C:11]([O:13][CH2:14][C:15]1[CH:20]=[CH:19][CH:18]=[CH:17][CH:16]=1)=[O:12])[CH2:5]2.[F-].[Cs+].[CH2:23]1[CH2:27]OC[CH2:24]1.C(B1OC(C)(C)C(C)(C)O1)C=C. Product: [CH2:27]([C:2]1[CH:3]=[C:4]2[C:8](=[CH:9][CH:10]=1)[CH2:7][N:6]([C:11]([O:13][CH2:14][C:15]1[CH:20]=[CH:19][CH:18]=[CH:17][CH:16]=1)=[O:12])[CH2:5]2)[CH:23]=[CH2:24]. The catalyst class is: 13. (5) Reactant: [CH2:1]([N:5]1[CH:10]=[CH:9][C:8]([CH2:11]N(C)C)=[C:7]([OH:15])[C:6]1=[S:16])[CH2:2][CH2:3][CH3:4].IC. Product: [CH2:1]([N:5]1[CH:10]=[CH:9][C:8]([CH3:11])=[C:7]([OH:15])[C:6]1=[S:16])[CH2:2][CH2:3][CH3:4]. The catalyst class is: 2.